From a dataset of Peptide-MHC class II binding affinity with 134,281 pairs from IEDB. Regression. Given a peptide amino acid sequence and an MHC pseudo amino acid sequence, predict their binding affinity value. This is MHC class II binding data. The peptide sequence is KISGEWYSIFLASDVK. The MHC is HLA-DQA10102-DQB10602 with pseudo-sequence HLA-DQA10102-DQB10602. The binding affinity (normalized) is 0.726.